From a dataset of Full USPTO retrosynthesis dataset with 1.9M reactions from patents (1976-2016). Predict the reactants needed to synthesize the given product. Given the product [CH:1]1([CH2:7][CH:8]([CH2:25][C:26]([N:28]2[CH2:33][CH2:32][O:31][CH2:30][CH2:29]2)=[O:27])[C:9]([NH:11][CH:12]([C:16]([C:18]2[O:19][C:20]([CH2:23][CH3:24])=[N:21][N:22]=2)=[O:17])[CH2:13][CH2:14][CH3:15])=[O:10])[CH2:6][CH2:5][CH2:4][CH2:3][CH2:2]1, predict the reactants needed to synthesize it. The reactants are: [CH:1]1([CH2:7][CH:8]([CH2:25][C:26]([N:28]2[CH2:33][CH2:32][O:31][CH2:30][CH2:29]2)=[O:27])[C:9]([NH:11][CH:12]([CH:16]([C:18]2[O:19][C:20]([CH2:23][CH3:24])=[N:21][N:22]=2)[OH:17])[CH2:13][CH2:14][CH3:15])=[O:10])[CH2:6][CH2:5][CH2:4][CH2:3][CH2:2]1.CC(OI1(OC(C)=O)(OC(C)=O)OC(=O)C2C=CC=CC1=2)=O.[O-]S([O-])(=S)=O.[Na+].[Na+].C([O-])(O)=O.[Na+].